The task is: Regression. Given two drug SMILES strings and cell line genomic features, predict the synergy score measuring deviation from expected non-interaction effect.. This data is from NCI-60 drug combinations with 297,098 pairs across 59 cell lines. (1) Drug 1: C1=NC(=NC(=O)N1C2C(C(C(O2)CO)O)O)N. Drug 2: C(CCl)NC(=O)N(CCCl)N=O. Cell line: COLO 205. Synergy scores: CSS=41.3, Synergy_ZIP=-4.48, Synergy_Bliss=-2.16, Synergy_Loewe=-31.5, Synergy_HSA=-1.47. (2) Drug 1: C1CCC(C1)C(CC#N)N2C=C(C=N2)C3=C4C=CNC4=NC=N3. Drug 2: CC1CCC2CC(C(=CC=CC=CC(CC(C(=O)C(C(C(=CC(C(=O)CC(OC(=O)C3CCCCN3C(=O)C(=O)C1(O2)O)C(C)CC4CCC(C(C4)OC)O)C)C)O)OC)C)C)C)OC. Cell line: MOLT-4. Synergy scores: CSS=40.7, Synergy_ZIP=3.87, Synergy_Bliss=5.20, Synergy_Loewe=-11.2, Synergy_HSA=7.33. (3) Drug 1: CN1C2=C(C=C(C=C2)N(CCCl)CCCl)N=C1CCCC(=O)O.Cl. Drug 2: B(C(CC(C)C)NC(=O)C(CC1=CC=CC=C1)NC(=O)C2=NC=CN=C2)(O)O. Cell line: OVCAR-4. Synergy scores: CSS=27.6, Synergy_ZIP=-0.119, Synergy_Bliss=-0.111, Synergy_Loewe=-64.4, Synergy_HSA=-0.449. (4) Drug 1: C1CC(=O)NC(=O)C1N2C(=O)C3=CC=CC=C3C2=O. Drug 2: CCC1(C2=C(COC1=O)C(=O)N3CC4=CC5=C(C=CC(=C5CN(C)C)O)N=C4C3=C2)O.Cl. Cell line: BT-549. Synergy scores: CSS=3.21, Synergy_ZIP=-10.7, Synergy_Bliss=-20.8, Synergy_Loewe=-41.9, Synergy_HSA=-17.1. (5) Drug 1: C1CN1C2=NC(=NC(=N2)N3CC3)N4CC4. Drug 2: CC12CCC3C(C1CCC2=O)CC(=C)C4=CC(=O)C=CC34C. Cell line: OVCAR-8. Synergy scores: CSS=20.9, Synergy_ZIP=-7.05, Synergy_Bliss=0.663, Synergy_Loewe=-0.0468, Synergy_HSA=1.12. (6) Drug 1: CC1=C(C(=CC=C1)Cl)NC(=O)C2=CN=C(S2)NC3=CC(=NC(=N3)C)N4CCN(CC4)CCO. Drug 2: C(CC(=O)O)C(=O)CN.Cl. Cell line: CAKI-1. Synergy scores: CSS=37.8, Synergy_ZIP=-10.2, Synergy_Bliss=-2.96, Synergy_Loewe=-18.3, Synergy_HSA=0.891.